Dataset: Full USPTO retrosynthesis dataset with 1.9M reactions from patents (1976-2016). Task: Predict the reactants needed to synthesize the given product. Given the product [C:13]([C:10]1[CH:11]=[CH:12][C:7]([O:6][CH2:5][C:4]2[CH:3]=[C:2]([NH:1][C:24]3[CH:25]=[C:26]([CH:29]=[CH:30][CH:31]=3)[C:27]#[N:28])[CH:22]=[CH:21][CH:20]=2)=[C:8]([CH2:17][CH2:18][CH3:19])[C:9]=1[OH:16])(=[O:15])[CH3:14], predict the reactants needed to synthesize it. The reactants are: [NH2:1][C:2]1[CH:3]=[C:4]([CH:20]=[CH:21][CH:22]=1)[CH2:5][O:6][C:7]1[CH:12]=[CH:11][C:10]([C:13](=[O:15])[CH3:14])=[C:9]([OH:16])[C:8]=1[CH2:17][CH2:18][CH3:19].Br[C:24]1[CH:25]=[C:26]([CH:29]=[CH:30][CH:31]=1)[C:27]#[N:28].C(=O)([O-])[O-].[Cs+].[Cs+].C1OCCOCCOCCOCCOCCOC1.C1(P(C2C=CC=CC=2)C2C=CC3C(=CC=CC=3)C=2C2C3C(=CC=CC=3)C=CC=2P(C2C=CC=CC=2)C2C=CC=CC=2)C=CC=CC=1.C(O)(=O)CC(CC(O)=O)(C(O)=O)O.